From a dataset of NCI-60 drug combinations with 297,098 pairs across 59 cell lines. Regression. Given two drug SMILES strings and cell line genomic features, predict the synergy score measuring deviation from expected non-interaction effect. (1) Drug 1: C1=CC(=C2C(=C1NCCNCCO)C(=O)C3=C(C=CC(=C3C2=O)O)O)NCCNCCO. Drug 2: CN(CC1=CN=C2C(=N1)C(=NC(=N2)N)N)C3=CC=C(C=C3)C(=O)NC(CCC(=O)O)C(=O)O. Cell line: RPMI-8226. Synergy scores: CSS=47.8, Synergy_ZIP=-1.59, Synergy_Bliss=-2.02, Synergy_Loewe=-6.03, Synergy_HSA=-0.797. (2) Drug 1: CC1C(C(CC(O1)OC2CC(OC(C2O)C)OC3=CC4=CC5=C(C(=O)C(C(C5)C(C(=O)C(C(C)O)O)OC)OC6CC(C(C(O6)C)O)OC7CC(C(C(O7)C)O)OC8CC(C(C(O8)C)O)(C)O)C(=C4C(=C3C)O)O)O)O. Drug 2: C1CN(P(=O)(OC1)NCCCl)CCCl. Cell line: PC-3. Synergy scores: CSS=38.4, Synergy_ZIP=0.165, Synergy_Bliss=-0.557, Synergy_Loewe=-50.8, Synergy_HSA=-1.46. (3) Drug 1: CCC1=C2CN3C(=CC4=C(C3=O)COC(=O)C4(CC)O)C2=NC5=C1C=C(C=C5)O. Drug 2: CCN(CC)CCNC(=O)C1=C(NC(=C1C)C=C2C3=C(C=CC(=C3)F)NC2=O)C. Cell line: SK-OV-3. Synergy scores: CSS=15.4, Synergy_ZIP=-6.71, Synergy_Bliss=-5.23, Synergy_Loewe=-22.4, Synergy_HSA=-4.19. (4) Synergy scores: CSS=-8.79, Synergy_ZIP=5.42, Synergy_Bliss=2.06, Synergy_Loewe=-1.27, Synergy_HSA=-4.63. Drug 1: CNC(=O)C1=CC=CC=C1SC2=CC3=C(C=C2)C(=NN3)C=CC4=CC=CC=N4. Cell line: M14. Drug 2: COC1=NC(=NC2=C1N=CN2C3C(C(C(O3)CO)O)O)N. (5) Drug 1: CC(C)NC(=O)C1=CC=C(C=C1)CNNC.Cl. Drug 2: COC1=C2C(=CC3=C1OC=C3)C=CC(=O)O2. Cell line: NCI-H460. Synergy scores: CSS=1.72, Synergy_ZIP=-0.428, Synergy_Bliss=-1.22, Synergy_Loewe=-0.873, Synergy_HSA=-1.70.